Dataset: Catalyst prediction with 721,799 reactions and 888 catalyst types from USPTO. Task: Predict which catalyst facilitates the given reaction. (1) Reactant: [C:1]([C:3]1[CH:4]=[C:5]([C:25]([OH:27])=O)[C:6]2[N:10]=[C:9]([NH:11][C:12]([C:14]3[N:15]=[CH:16][C:17]4[C:22]([CH:23]=3)=[CH:21][CH:20]=[CH:19][CH:18]=4)=[O:13])[NH:8][C:7]=2[CH:24]=1)#[N:2].CN(C(ON1N=NC2C=CC=CC1=2)=[N+](C)C)C.F[P-](F)(F)(F)(F)F.CCN(C(C)C)C(C)C.S(O)(O)(=O)=O.[NH2:66][C:67]1[NH:68][CH:69]=[CH:70][N:71]=1. Product: [C:1]([C:3]1[CH:4]=[C:5]([C:25](=[O:27])[NH:66][C:67]2[NH:68][CH:69]=[CH:70][N:71]=2)[C:6]2[N:10]=[C:9]([NH:11][C:12]([C:14]3[N:15]=[CH:16][C:17]4[C:22]([CH:23]=3)=[CH:21][CH:20]=[CH:19][CH:18]=4)=[O:13])[NH:8][C:7]=2[CH:24]=1)#[N:2]. The catalyst class is: 136. (2) The catalyst class is: 6. Product: [C:19]1([CH3:22])[CH:18]=[CH:17][C:16]([S:13]([N:10]2[CH2:11][CH2:12][CH2:6][C:7](=[O:27])[C:8]3[CH:26]=[CH:25][CH:24]=[CH:23][C:9]2=3)(=[O:15])=[O:14])=[CH:21][CH:20]=1. Reactant: C(OC([CH:6]1[CH2:12][CH2:11][N:10]([S:13]([C:16]2[CH:21]=[CH:20][C:19]([CH3:22])=[CH:18][CH:17]=2)(=[O:15])=[O:14])[C:9]2[CH:23]=[CH:24][CH:25]=[CH:26][C:8]=2[C:7]1=[O:27])=O)C.CC(O)=O.Cl.[OH-].[Na+]. (3) Reactant: Cl[C:2]1[C:11]2[C:6](=[CH:7][C:8]([O:14][CH2:15][CH2:16][CH:17]3[CH2:22][CH2:21][N:20]([CH3:23])[CH2:19][CH2:18]3)=[C:9]([O:12][CH3:13])[CH:10]=2)[N:5]=[CH:4][N:3]=1.[F:24][C:25]1[C:33]([OH:34])=[CH:32][CH:31]=[C:30]2[C:26]=1[CH:27]=[CH:28][NH:29]2.C(=O)([O-])[O-].[K+].[K+]. Product: [F:24][C:25]1[C:33]([O:34][C:2]2[C:11]3[C:6](=[CH:7][C:8]([O:14][CH2:15][CH2:16][CH:17]4[CH2:22][CH2:21][N:20]([CH3:23])[CH2:19][CH2:18]4)=[C:9]([O:12][CH3:13])[CH:10]=3)[N:5]=[CH:4][N:3]=2)=[CH:32][CH:31]=[C:30]2[C:26]=1[CH:27]=[CH:28][NH:29]2. The catalyst class is: 3.